Dataset: NCI-60 drug combinations with 297,098 pairs across 59 cell lines. Task: Regression. Given two drug SMILES strings and cell line genomic features, predict the synergy score measuring deviation from expected non-interaction effect. (1) Drug 1: C1CCC(CC1)NC(=O)N(CCCl)N=O. Drug 2: CC12CCC3C(C1CCC2O)C(CC4=C3C=CC(=C4)O)CCCCCCCCCS(=O)CCCC(C(F)(F)F)(F)F. Cell line: UACC62. Synergy scores: CSS=27.2, Synergy_ZIP=-7.27, Synergy_Bliss=-4.54, Synergy_Loewe=-2.23, Synergy_HSA=-2.92. (2) Drug 1: C1=CC(=C2C(=C1NCCNCCO)C(=O)C3=C(C=CC(=C3C2=O)O)O)NCCNCCO. Drug 2: CN(C)C1=NC(=NC(=N1)N(C)C)N(C)C. Cell line: OVCAR3. Synergy scores: CSS=31.3, Synergy_ZIP=4.43, Synergy_Bliss=5.37, Synergy_Loewe=-22.4, Synergy_HSA=3.47.